Dataset: NCI-60 drug combinations with 297,098 pairs across 59 cell lines. Task: Regression. Given two drug SMILES strings and cell line genomic features, predict the synergy score measuring deviation from expected non-interaction effect. (1) Drug 2: C1=CC=C(C=C1)NC(=O)CCCCCCC(=O)NO. Drug 1: C1CCC(CC1)NC(=O)N(CCCl)N=O. Synergy scores: CSS=44.3, Synergy_ZIP=-1.74, Synergy_Bliss=-2.84, Synergy_Loewe=-1.38, Synergy_HSA=-1.63. Cell line: SF-295. (2) Drug 1: COC1=C2C(=CC3=C1OC=C3)C=CC(=O)O2. Drug 2: C1C(C(OC1N2C=NC3=C2NC=NCC3O)CO)O. Cell line: MCF7. Synergy scores: CSS=-2.16, Synergy_ZIP=-0.455, Synergy_Bliss=-3.19, Synergy_Loewe=-3.32, Synergy_HSA=-4.79. (3) Drug 1: C1CC(C1)(C(=O)O)C(=O)O.[NH2-].[NH2-].[Pt+2]. Drug 2: CC1=C(C=C(C=C1)NC(=O)C2=CC=C(C=C2)CN3CCN(CC3)C)NC4=NC=CC(=N4)C5=CN=CC=C5. Cell line: OVCAR3. Synergy scores: CSS=-0.779, Synergy_ZIP=-1.47, Synergy_Bliss=0.0739, Synergy_Loewe=-4.96, Synergy_HSA=-2.50. (4) Drug 1: CC1OCC2C(O1)C(C(C(O2)OC3C4COC(=O)C4C(C5=CC6=C(C=C35)OCO6)C7=CC(=C(C(=C7)OC)O)OC)O)O. Drug 2: CN(C)N=NC1=C(NC=N1)C(=O)N. Cell line: UACC-257. Synergy scores: CSS=14.0, Synergy_ZIP=7.70, Synergy_Bliss=15.8, Synergy_Loewe=4.34, Synergy_HSA=10.2.